From a dataset of Full USPTO retrosynthesis dataset with 1.9M reactions from patents (1976-2016). Predict the reactants needed to synthesize the given product. (1) The reactants are: [Cl:1][C:2]1[C:7]([NH2:8])=[CH:6][CH:5]=[CH:4][C:3]=1[NH2:9].[Na+].[I-].O[CH2:13][CH:14]([CH2:16]O)O.[OH-].[Na+]. Given the product [NH2:8][C:7]1[C:2]([Cl:1])=[C:3]2[C:4]([CH:13]=[CH:14][CH:16]=[N:9]2)=[CH:5][CH:6]=1, predict the reactants needed to synthesize it. (2) Given the product [C:1]([O:5][C:6]([NH:8][CH2:9][C:10]1[C:11]([CH2:35][CH:36]([CH3:38])[CH3:37])=[N:12][C:13]([CH3:34])=[C:14]([C:26]=1[C:27]1[CH:32]=[CH:31][C:30]([CH3:33])=[CH:29][CH:28]=1)[C:15]([O:17][CH2:18][C:19]1[CH:24]=[CH:23][CH:22]=[CH:21][C:20]=1[C:6]([O:5][CH3:1])=[O:7])=[O:16])=[O:7])([CH3:4])([CH3:3])[CH3:2], predict the reactants needed to synthesize it. The reactants are: [C:1]([O:5][C:6]([NH:8][CH2:9][C:10]1[C:11]([CH2:35][CH:36]([CH3:38])[CH3:37])=[N:12][C:13]([CH3:34])=[C:14]([C:26]=1[C:27]1[CH:32]=[CH:31][C:30]([CH3:33])=[CH:29][CH:28]=1)[C:15]([O:17][CH2:18][C:19]1[CH:24]=[CH:23][CH:22]=[CH:21][C:20]=1Br)=[O:16])=[O:7])([CH3:4])([CH3:3])[CH3:2].C(N(CC)CC)C. (3) Given the product [Cl:16][C:14]1[N:15]=[C:11]([C:9]([NH:8][C@H:7]2[CH2:6][CH2:5][N:4]([C:19]3[S:20][C:21]4[C:27]([C:28]([O:30][CH2:31][CH3:32])=[O:29])=[CH:26][CH:25]=[CH:24][C:22]=4[N:23]=3)[CH2:3][C@H:2]2[NH:1][CH2:33][CH2:34][CH2:35][CH2:36][CH2:37][CH3:38])=[O:10])[NH:12][C:13]=1[CH2:17][CH3:18], predict the reactants needed to synthesize it. The reactants are: [NH2:1][C@H:2]1[C@@H:7]([NH:8][C:9]([C:11]2[NH:12][C:13]([CH2:17][CH3:18])=[C:14]([Cl:16])[N:15]=2)=[O:10])[CH2:6][CH2:5][N:4]([C:19]2[S:20][C:21]3[C:27]([C:28]([O:30][CH2:31][CH3:32])=[O:29])=[CH:26][CH:25]=[CH:24][C:22]=3[N:23]=2)[CH2:3]1.[CH:33](=O)[CH2:34][CH2:35][CH2:36][CH2:37][CH3:38].C(O[BH-](OC(=O)C)OC(=O)C)(=O)C.[Na+]. (4) Given the product [CH3:11][O:12][C:13](=[O:28])[C@H:14]([CH2:21][C:22]1[CH:27]=[CH:26][CH:25]=[CH:24][CH:23]=1)[NH:15][C:16](=[O:20])[C@H:17]([CH3:19])[NH:18][C:8](=[O:10])[CH2:7][C:1]1[CH2:6][CH2:5][CH2:4][CH2:3][CH:2]=1, predict the reactants needed to synthesize it. The reactants are: [C:1]1([CH2:7][C:8]([OH:10])=O)[CH2:6][CH2:5][CH2:4][CH2:3][CH:2]=1.[CH3:11][O:12][C:13](=[O:28])[C@H:14]([CH2:21][C:22]1[CH:27]=[CH:26][CH:25]=[CH:24][CH:23]=1)[NH:15][C:16](=[O:20])[C@H:17]([CH3:19])[NH2:18].C(N[C@H](C(O)=O)C)(OC(C)(C)C)=O.Cl.COC(=O)[C@H](CC1C=CC=CC=1)N. (5) Given the product [F:1][C:2]1[CH:29]=[CH:28][C:5]([CH2:6][NH:7][C:8]([C:10]2([CH2:23][CH2:24][CH2:25][CH2:26][N:44]3[CH2:45][CH2:46][N:41]([C:35]4[CH:34]=[CH:33][C:32]5[C:37](=[CH:38][CH:39]=[CH:40][C:31]=5[Cl:30])[N:36]=4)[CH2:42][CH2:43]3)[C:22]3[CH:21]=[CH:20][CH:19]=[CH:18][C:17]=3[C:16]3[C:11]2=[CH:12][CH:13]=[CH:14][CH:15]=3)=[O:9])=[CH:4][CH:3]=1, predict the reactants needed to synthesize it. The reactants are: [F:1][C:2]1[CH:29]=[CH:28][C:5]([CH2:6][NH:7][C:8]([C:10]2([CH2:23][CH2:24][CH2:25][CH2:26]Br)[C:22]3[CH:21]=[CH:20][CH:19]=[CH:18][C:17]=3[C:16]3[C:11]2=[CH:12][CH:13]=[CH:14][CH:15]=3)=[O:9])=[CH:4][CH:3]=1.[Cl:30][C:31]1[CH:40]=[CH:39][CH:38]=[C:37]2[C:32]=1[CH:33]=[CH:34][C:35]([N:41]1[CH2:46][CH2:45][NH:44][CH2:43][CH2:42]1)=[N:36]2. (6) Given the product [ClH:1].[NH:3]1[C:7]2[CH:8]=[CH:9][CH:10]=[CH:11][C:6]=2[N:5]=[C:4]1[C@H:12]([NH:22][C:29]([NH:28][C:25]1[CH:26]=[CH:27][O:23][N:24]=1)=[O:30])[CH2:13][C:14]1[CH:19]=[CH:18][C:17]([O:20][CH3:21])=[CH:16][CH:15]=1, predict the reactants needed to synthesize it. The reactants are: [ClH:1].Cl.[NH:3]1[C:7]2[CH:8]=[CH:9][CH:10]=[CH:11][C:6]=2[N:5]=[C:4]1[C@H:12]([NH2:22])[CH2:13][C:14]1[CH:19]=[CH:18][C:17]([O:20][CH3:21])=[CH:16][CH:15]=1.[O:23]1[CH:27]=[CH:26][C:25]([NH2:28])=[N:24]1.[C:29](O)(C(F)(F)F)=[O:30]. (7) Given the product [CH2:15]([O:14][C:11]1[CH:12]=[CH:13][C:8](/[CH:7]=[CH:6]/[C:5]([OH:23])=[O:4])=[C:9]([F:22])[CH:10]=1)[C:16]1[CH:17]=[CH:18][CH:19]=[CH:20][CH:21]=1, predict the reactants needed to synthesize it. The reactants are: [OH-].[Na+].C[O:4][C:5](=[O:23])/[CH:6]=[CH:7]/[C:8]1[CH:13]=[CH:12][C:11]([O:14][CH2:15][C:16]2[CH:21]=[CH:20][CH:19]=[CH:18][CH:17]=2)=[CH:10][C:9]=1[F:22]. (8) The reactants are: [CH2:1]([C:3]1[C:4]([OH:23])=[CH:5][C:6]([OH:22])=[C:7]([C:9](=[O:21])[CH2:10][C:11]2[CH:20]=[CH:19][C:18]3[C:13](=[CH:14][CH:15]=[CH:16][CH:17]=3)[CH:12]=2)[CH:8]=1)[CH3:2].N1C=CC=C[CH:25]=1.C([O-])(OC)OC. Given the product [CH2:1]([C:3]1[CH:8]=[C:7]2[C:6](=[CH:5][C:4]=1[OH:23])[O:22][CH:25]=[C:10]([C:11]1[CH:20]=[CH:19][C:18]3[C:13](=[CH:14][CH:15]=[CH:16][CH:17]=3)[CH:12]=1)[C:9]2=[O:21])[CH3:2], predict the reactants needed to synthesize it.